Dataset: Forward reaction prediction with 1.9M reactions from USPTO patents (1976-2016). Task: Predict the product of the given reaction. (1) Given the reactants [CH2:1]([O:8][C:9]([C@H:11]1[CH2:16][CH2:15][CH:14]=[CH:13][CH2:12]1)=[O:10])[C:2]1[CH:7]=[CH:6][CH:5]=[CH:4][CH:3]=1.ClC1C=CC=C(C(OO)=[O:25])C=1.S([O-])([O-])(=O)=S.[Na+].[Na+], predict the reaction product. The product is: [CH2:1]([O:8][C:9]([C@H:11]1[CH2:16][CH2:15][C@H:14]2[C@H:13]([O:25]2)[CH2:12]1)=[O:10])[C:2]1[CH:7]=[CH:6][CH:5]=[CH:4][CH:3]=1. (2) The product is: [CH3:18][O:16][C:15](=[O:17])[C:11]1[CH:12]=[CH:13][CH:14]=[C:9]([S:6]([N:1]2[CH2:2][CH2:3][CH2:4][CH2:5]2)(=[O:7])=[O:8])[CH:10]=1. Given the reactants [N:1]1([S:6]([C:9]2[CH:10]=[C:11]([C:15]([OH:17])=[O:16])[CH:12]=[CH:13][CH:14]=2)(=[O:8])=[O:7])[CH2:5][CH2:4][CH2:3][CH2:2]1.[CH3:18][Si](C=[N+]=[N-])(C)C, predict the reaction product. (3) Given the reactants [C:1]([OH:14])(=[O:13])[CH2:2][CH2:3][CH2:4][CH2:5][CH2:6][CH2:7][CH2:8][CH2:9][CH2:10][CH2:11][CH3:12].O=C[C@@H]([C@H]([C@@H]([C@@H](CO)O)O)O)O.[OH-].[Na+], predict the reaction product. The product is: [CH3:12][CH2:11][CH2:10][CH2:9][CH2:8][CH2:7][CH2:6][CH2:5][C@@H:4]1[O:14][C:1](=[O:13])[CH2:2][CH2:3]1. (4) Given the reactants [F:1][C:2]([F:13])([F:12])[C:3]1[CH:8]=[CH:7][C:6](B(O)O)=[CH:5][CH:4]=1.Br[C:15]1[CH:16]=[C:17]([CH:46]=[CH:47][CH:48]=1)[CH2:18][N:19]1[C:23]2[CH:24]=[C:25]([O:28][CH2:29][C:30]3[CH:35]=[CH:34][C:33]([CH3:36])=[CH:32][N:31]=3)[CH:26]=[CH:27][C:22]=2[N:21]=[C:20]1[C@H:37]1[CH2:42][CH2:41][CH2:40][CH2:39][C@H:38]1[C:43]([OH:45])=[O:44], predict the reaction product. The product is: [CH3:36][C:33]1[CH:34]=[CH:35][C:30]([CH2:29][O:28][C:25]2[CH:26]=[CH:27][C:22]3[N:21]=[C:20]([C@H:37]4[CH2:42][CH2:41][CH2:40][CH2:39][C@H:38]4[C:43]([OH:45])=[O:44])[N:19]([CH2:18][C:17]4[CH:46]=[C:47]([C:6]5[CH:7]=[CH:8][C:3]([C:2]([F:13])([F:12])[F:1])=[CH:4][CH:5]=5)[CH:48]=[CH:15][CH:16]=4)[C:23]=3[CH:24]=2)=[N:31][CH:32]=1. (5) Given the reactants [F:1][CH:2]([F:28])[O:3][C:4]1[CH:9]=[CH:8][CH:7]=[CH:6][C:5]=1[NH:10][S:11]([C:14]1[CH:19]=[CH:18][C:17]([O:20][CH3:21])=[C:16]([N:22]2[CH2:27][CH2:26][NH:25][CH2:24][CH2:23]2)[CH:15]=1)(=[O:13])=[O:12].C(N([CH2:34][CH3:35])CC)C.[C:36](O[C:36]([O:38][C:39](C)(C)[CH3:40])=[O:37])([O:38][C:39](C)(C)[CH3:40])=[O:37], predict the reaction product. The product is: [F:28][CH:2]([F:1])[O:3][C:4]1[CH:9]=[CH:8][CH:7]=[CH:6][C:5]=1[NH:10][S:11]([C:14]1[CH:19]=[CH:18][C:17]([O:20][CH3:21])=[C:16]([N:22]2[CH2:27][CH2:26][N:25]([C:36]([O:38][CH2:39][CH2:40][CH2:34][CH3:35])=[O:37])[CH2:24][CH2:23]2)[CH:15]=1)(=[O:12])=[O:13]. (6) Given the reactants Cl[C:2]1[CH:7]=[C:6]([C:8]2[CH:13]=[CH:12][C:11]([C:14]([F:17])([F:16])[F:15])=[CH:10][CH:9]=2)[N:5]=[CH:4][N:3]=1.[OH:18][C:19]1[CH:20]=[CH:21][CH:22]=[C:23]2[C:28]=1[N:27]=[CH:26][CH:25]=[CH:24]2.[H-].[Na+], predict the reaction product. The product is: [F:15][C:14]([F:17])([F:16])[C:11]1[CH:12]=[CH:13][C:8]([C:6]2[N:5]=[CH:4][N:3]=[C:2]([O:18][C:19]3[CH:20]=[CH:21][CH:22]=[C:23]4[C:28]=3[N:27]=[CH:26][CH:25]=[CH:24]4)[CH:7]=2)=[CH:9][CH:10]=1. (7) Given the reactants [Cl:1][C:2]1[N:7]=[C:6]([NH:8][CH2:9][CH2:10][CH3:11])[CH:5]=[C:4]([CH3:12])[N:3]=1.[I:13]N1C(=O)CCC1=O.S([O-])(O)=O.[Na+].C(=O)([O-])O.[Na+], predict the reaction product. The product is: [Cl:1][C:2]1[N:7]=[C:6]([NH:8][CH2:9][CH2:10][CH3:11])[C:5]([I:13])=[C:4]([CH3:12])[N:3]=1. (8) Given the reactants [Cl:1][C:2]1[CH:3]=[C:4]([CH:8]=[CH:9][C:10]=1[O:11][CH:12]([CH3:14])[CH3:13])[C:5]([OH:7])=O.CCN=C=NCCCN(C)C.C1C=CC2N(O)N=NC=2C=1.O[NH:37][C:38]([C:40]1[CH:41]=[CH:42][CH:43]=[C:44]2[C:48]=1[NH:47][CH:46]=[CH:45]2)=[NH:39].CCCC[N+](CCCC)(CCCC)CCCC.[F-], predict the reaction product. The product is: [Cl:1][C:2]1[CH:3]=[C:4]([C:5]2[O:7][N:39]=[C:38]([C:40]3[CH:41]=[CH:42][CH:43]=[C:44]4[C:48]=3[NH:47][CH:46]=[CH:45]4)[N:37]=2)[CH:8]=[CH:9][C:10]=1[O:11][CH:12]([CH3:14])[CH3:13]. (9) Given the reactants [Cl:1][C:2]1[C:10]([Cl:11])=[C:9]2[C:5]([CH2:6][C:7]([CH:14]3[CH2:18][CH2:17][CH2:16][CH2:15]3)([CH3:13])[C:8]2=[O:12])=[CH:4][C:3]=1[OH:19].Br[CH2:21][C:22]1[CH:30]=[CH:29][C:25]([C:26]([NH2:28])=[O:27])=[CH:24][CH:23]=1.C(=O)([O-])[O-].[K+].[K+], predict the reaction product. The product is: [Cl:1][C:2]1[C:10]([Cl:11])=[C:9]2[C:5]([CH2:6][C:7]([CH:14]3[CH2:18][CH2:17][CH2:16][CH2:15]3)([CH3:13])[C:8]2=[O:12])=[CH:4][C:3]=1[O:19][CH2:21][C:22]1[CH:30]=[CH:29][C:25]([C:26]([NH2:28])=[O:27])=[CH:24][CH:23]=1.